From a dataset of Peptide-MHC class I binding affinity with 185,985 pairs from IEDB/IMGT. Regression. Given a peptide amino acid sequence and an MHC pseudo amino acid sequence, predict their binding affinity value. This is MHC class I binding data. (1) The peptide sequence is YFENSDLNL. The MHC is HLA-B15:17 with pseudo-sequence HLA-B15:17. The binding affinity (normalized) is 0.0847. (2) The binding affinity (normalized) is 0.187. The MHC is HLA-A02:03 with pseudo-sequence HLA-A02:03. The peptide sequence is NVTYNIKPVI. (3) The peptide sequence is ATFEAVLAK. The MHC is HLA-B15:01 with pseudo-sequence HLA-B15:01. The binding affinity (normalized) is 0.0847. (4) The peptide sequence is EAFPYEITE. The MHC is HLA-A02:01 with pseudo-sequence HLA-A02:01. The binding affinity (normalized) is 0.0847. (5) The peptide sequence is DPDHYKDYAF. The MHC is HLA-B54:01 with pseudo-sequence HLA-B54:01. The binding affinity (normalized) is 0.0980. (6) The peptide sequence is MEKTHNLMA. The MHC is HLA-A02:03 with pseudo-sequence HLA-A02:03. The binding affinity (normalized) is 0.0847.